Dataset: Experimentally validated miRNA-target interactions with 360,000+ pairs, plus equal number of negative samples. Task: Binary Classification. Given a miRNA mature sequence and a target amino acid sequence, predict their likelihood of interaction. (1) The miRNA is hsa-miR-548aq-5p with sequence GAAAGUAAUUGCUGUUUUUGCC. The protein sequence of the target gene is MVAEVDSMPAASSVKKPFVLRSKMGKWCRHCFPCCRGSGKSNVGTSGDQDDSTMKTLRSKMGKWCCHCFPCCRGSGKSNVGAWGDYDDSAFVEPRYHVRREDLDKLHRAAWWGKVARKDLIVMLRDTDVNKQDKQKRTALHLASANGNSGVVKLLLDRRCQLNVLDNKKRTALTKAVQCQEDECALMLLEHGTDPNIPDEYGNTTLHYAIYNEDKLMAKALLLYGADIESKNKHGLTPLLLGVHEQKQQVVKFLIKKKANLNALDRYGRTALILAVCCGSASIVSLLLEQNIDVSSQDLS.... Result: 0 (no interaction). (2) The miRNA is hsa-miR-1251-5p with sequence ACUCUAGCUGCCAAAGGCGCU. The protein sequence of the target gene is MNQPGGAAAPQADGASAAGRKSTASRERLKRSQKSTKVEGPEPVPAEASLSAEQGTMTEVKVKTELPDDYIQEVIWQGEAKEEKKAVSKDGTSDVPAEICVVIGGVRNQQTLDGKAPEGSPHGGSVRSRYSGTWIFDQALRYASGSYECGICGKKYKYYNCFQTHVRAHRDTEATSGEGASQSNNFRYTCDICGKKYKYYSCFQEHRDLHAVDVFSVEGAPENRADPFDQGVVATDEVKEEPPEPFQKIGPKTGNYTCEFCGKQYKYYTPYQEHVALHAPISTAPGWEPPDDPDTGSECS.... Result: 0 (no interaction). (3) The miRNA is hsa-miR-3188 with sequence AGAGGCUUUGUGCGGAUACGGGG. The protein sequence of the target gene is MSRYTRPPNTSLFIRNVADATRPEDLRREFGRYGPIVDVYIPLDFYTRRPRGFAYVQFEDVRDAEDALYNLNRKWVCGRQIEIQFAQGDRKTPGQMKSKERHPCSPSDHRRSRSPSQRRTRSRSSSWGRNRRRSDSLKESRHRRFSYSQSKSRSKSLPRRSTSARQSRTPRRNFGSRGRSRSKSLQKRSKSIGKSQSSSPQKQTSSGTKSRSHGRHSDSIARSPCKSPKGYTNSETKVQTAKHSHFRSHSRSRSYRHKNSW. Result: 0 (no interaction). (4) The miRNA is hsa-miR-186-5p with sequence CAAAGAAUUCUCCUUUUGGGCU. The protein sequence of the target gene is MNVTSLFSFTSPAVKRLLGWKQGDEEEKWAEKAVDALVKKLKKKKGAMEELEKALSCPGQPSNCVTIPRSLDGRLQVSHRKGLPHVIYCRVWRWPDLQSHHELKPLECCEFPFGSKQKEVCINPYHYKRVESPVLPPVLVPRHSEYNPQHSLLAQFRNLGQNEPHMPLNATFPDSFQQPNSHPFPHSPNSSYPNSPGSSSSTYPHSPTSSDPGSPFQMPADTPPPAYLPPEDPMTQDGSQPMDTNMMAPPLPSEINRGDVQAVAYEEPKHWCSIVYYELNNRVGEAFHASSTSVLVDGFT.... Result: 1 (interaction).